Task: Predict the reaction yield, written as a fraction of the theoretical maximum amount of product (1.0 means a 100% yield; for example, 0.34 means a 34% yield).. Dataset: Reaction yield outcomes from USPTO patents with 853,638 reactions The reactants are [Br-].[C:2]([C:4]1[CH:9]=[CH:8][C:7]([C:10](=[O:18])[CH2:11][N+:12]2[CH:17]=[CH:16][CH:15]=[CH:14][CH:13]=2)=[CH:6][CH:5]=1)#[N:3].C(=O)([O-])[O-].[K+].[K+].[CH3:25][C:26](=[O:29])[C:27]#[CH:28]. The catalyst is O1CCCC1. The product is [C:26]([C:27]1[CH:28]=[C:11]([C:10](=[O:18])[C:7]2[CH:6]=[CH:5][C:4]([C:2]#[N:3])=[CH:9][CH:8]=2)[N:12]2[C:17]=1[CH:16]=[CH:15][CH:14]=[CH:13]2)(=[O:29])[CH3:25]. The yield is 0.720.